This data is from Forward reaction prediction with 1.9M reactions from USPTO patents (1976-2016). The task is: Predict the product of the given reaction. (1) Given the reactants [F:1][CH:2]([C:4]1[CH:9]=[CH:8][C:7]([C:10]2[C:14]([C:15](OCC)=[O:16])=[C:13]([C:20]([F:23])([F:22])[F:21])[S:12][N:11]=2)=[CH:6][CH:5]=1)[CH3:3].[H-].[H-].[H-].[H-].[Li+].[Al+3], predict the reaction product. The product is: [F:1][CH:2]([C:4]1[CH:9]=[CH:8][C:7]([C:10]2[C:14]([CH2:15][OH:16])=[C:13]([C:20]([F:23])([F:22])[F:21])[S:12][N:11]=2)=[CH:6][CH:5]=1)[CH3:3]. (2) The product is: [F:10][C:11]([F:19])([F:18])[C:12]([C:14]([F:17])([F:16])[F:15])([OH:13])[CH:1]=[CH2:2]. Given the reactants [CH:1]([Mg]Cl)=[CH2:2].C1COCC1.[F:10][C:11]([F:19])([F:18])[C:12]([C:14]([F:17])([F:16])[F:15])=[O:13], predict the reaction product. (3) Given the reactants Cl[C:2]1[N:6]([CH3:7])[C:5]2[C:8]([CH:12]([CH2:15][CH3:16])[CH2:13][CH3:14])=[CH:9][CH:10]=[CH:11][C:4]=2[N:3]=1.[Cl:17][C:18]1[CH:23]=[C:22]([Cl:24])[CH:21]=[C:20]([CH3:25])[C:19]=1[OH:26].C(=O)([O-])[O-].[K+].[K+].C(=O)([O-])O.[Na+], predict the reaction product. The product is: [Cl:17][C:18]1[CH:23]=[C:22]([Cl:24])[CH:21]=[C:20]([CH3:25])[C:19]=1[O:26][C:2]1[N:6]([CH3:7])[C:5]2[C:8]([CH:12]([CH2:15][CH3:16])[CH2:13][CH3:14])=[CH:9][CH:10]=[CH:11][C:4]=2[N:3]=1. (4) Given the reactants [Cl:1][C:2]1[CH:3]=[C:4]([NH:16][C:17]2[C:26]3[C:21](=[CH:22][C:23]([O:30][C@H:31]4[CH2:35][CH2:34][O:33][CH2:32]4)=[C:24]([N+:27]([O-])=O)[CH:25]=3)[N:20]=[CH:19][N:18]=2)[CH:5]=[CH:6][C:7]=1[O:8][CH2:9][C:10]1[CH:15]=[CH:14][CH:13]=[CH:12][N:11]=1.Cl.[OH-].[Na+], predict the reaction product. The product is: [Cl:1][C:2]1[CH:3]=[C:4]([NH:16][C:17]2[C:26]3[C:21](=[CH:22][C:23]([O:30][C@H:31]4[CH2:35][CH2:34][O:33][CH2:32]4)=[C:24]([NH2:27])[CH:25]=3)[N:20]=[CH:19][N:18]=2)[CH:5]=[CH:6][C:7]=1[O:8][CH2:9][C:10]1[CH:15]=[CH:14][CH:13]=[CH:12][N:11]=1.